This data is from NCI-60 drug combinations with 297,098 pairs across 59 cell lines. The task is: Regression. Given two drug SMILES strings and cell line genomic features, predict the synergy score measuring deviation from expected non-interaction effect. (1) Synergy scores: CSS=64.8, Synergy_ZIP=3.75, Synergy_Bliss=1.63, Synergy_Loewe=-0.470, Synergy_HSA=5.49. Drug 1: CS(=O)(=O)CCNCC1=CC=C(O1)C2=CC3=C(C=C2)N=CN=C3NC4=CC(=C(C=C4)OCC5=CC(=CC=C5)F)Cl. Drug 2: CN1C=C(C=N1)C2=C3N=C(C(=C(N3N=C2)N)Br)C4CCCNC4. Cell line: NCIH23. (2) Drug 1: C1CC(C1)(C(=O)O)C(=O)O.[NH2-].[NH2-].[Pt+2]. Drug 2: CCC1=C2N=C(C=C(N2N=C1)NCC3=C[N+](=CC=C3)[O-])N4CCCCC4CCO. Cell line: T-47D. Synergy scores: CSS=20.0, Synergy_ZIP=-3.32, Synergy_Bliss=-7.57, Synergy_Loewe=-9.57, Synergy_HSA=-6.43. (3) Drug 1: CC1=C(C=C(C=C1)C(=O)NC2=CC(=CC(=C2)C(F)(F)F)N3C=C(N=C3)C)NC4=NC=CC(=N4)C5=CN=CC=C5. Drug 2: C1=CC=C(C(=C1)C(C2=CC=C(C=C2)Cl)C(Cl)Cl)Cl. Cell line: UACC-257. Synergy scores: CSS=2.16, Synergy_ZIP=-1.61, Synergy_Bliss=-3.38, Synergy_Loewe=-0.721, Synergy_HSA=-3.09.